This data is from Catalyst prediction with 721,799 reactions and 888 catalyst types from USPTO. The task is: Predict which catalyst facilitates the given reaction. (1) Reactant: [NH:1]1[CH2:5][CH2:4][CH2:3][CH:2]1[C:6]([OH:9])([CH3:8])[CH3:7].C([O-])([O-])=O.[K+].[K+].[N+:16]([C:19]1[CH:26]=[CH:25][C:22]([CH2:23]Br)=[CH:21][CH:20]=1)([O-:18])=[O:17]. Product: [N+:16]([C:19]1[CH:26]=[CH:25][C:22]([CH2:23][N:1]2[CH2:5][CH2:4][CH2:3][CH:2]2[C:6]([OH:9])([CH3:8])[CH3:7])=[CH:21][CH:20]=1)([O-:18])=[O:17]. The catalyst class is: 23. (2) Reactant: [CH2:1]([NH:8][C:9]1[CH:10]=[C:11]([OH:15])[CH:12]=[CH:13][CH:14]=1)[CH2:2][CH2:3][CH2:4][CH2:5][CH2:6][CH3:7].Br[CH2:17][CH2:18][OH:19].C([O-])(O)=O.[Na+]. Product: [CH2:1]([N:8]([C:9]1[CH:10]=[C:11]([OH:15])[CH:12]=[CH:13][CH:14]=1)[CH2:17][CH2:18][OH:19])[CH2:2][CH2:3][CH2:4][CH2:5][CH2:6][CH3:7]. The catalyst class is: 5.